From a dataset of Reaction yield outcomes from USPTO patents with 853,638 reactions. Predict the reaction yield, written as a fraction of the theoretical maximum amount of product (1.0 means a 100% yield; for example, 0.34 means a 34% yield). (1) The reactants are [Cl:1][C:2]1[CH:7]=[CH:6][CH:5]=[CH:4][C:3]=1[N:8]1[C:16](=[O:17])[C:15]2[C@@H:14]3[C:18]([CH3:20])([CH3:19])[C@@:11]([CH3:21])([CH2:12][CH2:13]3)[C:10]=2[NH:9]1.[CH3:22]I. The catalyst is CN(C)C=O.O.C(=O)(O)[O-].[Na+]. The product is [Cl:1][C:2]1[CH:7]=[CH:6][CH:5]=[CH:4][C:3]=1[N:8]1[C:16](=[O:17])[C:15]2[C@@H:14]3[C:18]([CH3:20])([CH3:19])[C@@:11]([CH3:21])([CH2:12][CH2:13]3)[C:10]=2[N:9]1[CH3:22]. The yield is 0.0400. (2) The reactants are COC[N:4]1[C:8]2[CH:9]=[CH:10][C:11]([CH:13]([C:15]3[CH:19]=[CH:18][N:17]([C:20]4[CH:25]=[CH:24][C:23]([CH:26]5[CH2:30][CH2:29][CH:28]([CH2:31][O:32]C6CCCCO6)[O:27]5)=[CH:22][N:21]=4)[N:16]=3)[CH3:14])=[CH:12][C:7]=2[S:6][C:5]1=[O:39]. The catalyst is FC(F)(F)C(O)=O. The product is [OH:32][CH2:31][CH:28]1[O:27][CH:26]([C:23]2[CH:24]=[CH:25][C:20]([N:17]3[CH:18]=[CH:19][C:15]([CH:13]([C:11]4[CH:10]=[CH:9][C:8]5[NH:4][C:5](=[O:39])[S:6][C:7]=5[CH:12]=4)[CH3:14])=[N:16]3)=[N:21][CH:22]=2)[CH2:30][CH2:29]1. The yield is 0.350.